Dataset: Full USPTO retrosynthesis dataset with 1.9M reactions from patents (1976-2016). Task: Predict the reactants needed to synthesize the given product. (1) The reactants are: [N:1]([CH2:4][C:5]([O:7][CH2:8][CH3:9])=[O:6])=[C:2]=[O:3].C(N(CC)CC)C.[OH:17][CH2:18][C@@H:19]1[O:23][C:22](=[O:24])[N:21]([C:25]2[CH:34]=[C:33]3[C:28]([CH:29]=[C:30]([C:36]4[CH:41]=[CH:40][CH:39]=[CH:38][C:37]=4[C:42]([F:45])([F:44])[F:43])[NH:31][C:32]3=[O:35])=[CH:27][CH:26]=2)[CH2:20]1.[Cl-].[NH4+]. Given the product [O:24]=[C:22]1[N:21]([C:25]2[CH:34]=[C:33]3[C:28]([CH:29]=[C:30]([C:36]4[CH:41]=[CH:40][CH:39]=[CH:38][C:37]=4[C:42]([F:44])([F:43])[F:45])[NH:31][C:32]3=[O:35])=[CH:27][CH:26]=2)[CH2:20][C@H:19]([CH2:18][O:17][C:2]([NH:1][CH2:4][C:5]([O:7][CH2:8][CH3:9])=[O:6])=[O:3])[O:23]1, predict the reactants needed to synthesize it. (2) The reactants are: [K+].[C:2]([O:8][CH3:9])(=[O:7])[CH2:3][C:4]([O-])=[O:5].[Cl-].[Mg+2].[Cl-].C(N(CC)CC)C.[F:20][C:21]1[CH:26]=[CH:25][C:24]([C:27]2[C:32](/[CH:33]=[CH:34]/C(Cl)=O)=[C:31]([CH:38]([CH3:40])[CH3:39])[N:30]=[C:29]([N:41]([CH3:46])[S:42]([CH3:45])(=[O:44])=[O:43])[N:28]=2)=[CH:23][CH:22]=1. Given the product [F:20][C:21]1[CH:26]=[CH:25][C:24]([C:27]2[C:32](/[CH:33]=[CH:34]/[C:4](=[O:5])[CH2:3][C:2]([O:8][CH3:9])=[O:7])=[C:31]([CH:38]([CH3:40])[CH3:39])[N:30]=[C:29]([N:41]([CH3:46])[S:42]([CH3:45])(=[O:44])=[O:43])[N:28]=2)=[CH:23][CH:22]=1, predict the reactants needed to synthesize it. (3) Given the product [Cl:1][C:2]1[N:7]=[N:6][C:5](/[C:8](=[N:17]/[S:15]([C:12]([CH3:14])([CH3:13])[CH3:11])=[O:16])/[CH3:9])=[CH:4][CH:3]=1, predict the reactants needed to synthesize it. The reactants are: [Cl:1][C:2]1[N:7]=[N:6][C:5]([C:8](=O)[CH3:9])=[CH:4][CH:3]=1.[CH3:11][C:12]([S:15]([NH2:17])=[O:16])([CH3:14])[CH3:13].O. (4) The reactants are: Cl.Cl.[Cl:3][C:4]1[CH:23]=[C:22]([Cl:24])[CH:21]=[CH:20][C:5]=1[CH2:6][NH:7][CH:8]1[CH2:12][CH2:11][N:10]([C:13]2[CH:18]=[CH:17][C:16](I)=[CH:15][N:14]=2)[CH2:9]1.[CH2:25](B(CC)CC)[CH3:26].C(=O)([O-])[O-].[K+].[K+].CN(C)C=O. Given the product [Cl:3][C:4]1[CH:23]=[C:22]([Cl:24])[CH:21]=[CH:20][C:5]=1[CH2:6][NH:7][C@H:8]1[CH2:12][CH2:11][N:10]([C:13]2[CH:18]=[CH:17][C:16]([CH2:25][CH3:26])=[CH:15][N:14]=2)[CH2:9]1, predict the reactants needed to synthesize it. (5) Given the product [CH2:5]([O:12][C:13]1[CH:14]=[C:15]([CH:18]=[C:19]([O:29][CH2:30][C:31]2[CH:36]=[CH:35][CH:34]=[CH:33][CH:32]=2)[C:20]=1[O:21][CH2:22][C:23]1[CH:28]=[CH:27][CH:26]=[CH:25][CH:24]=1)[CH2:16][Cl:3])[C:6]1[CH:11]=[CH:10][CH:9]=[CH:8][CH:7]=1, predict the reactants needed to synthesize it. The reactants are: S(Cl)([Cl:3])=O.[CH2:5]([O:12][C:13]1[CH:14]=[C:15]([CH:18]=[C:19]([O:29][CH2:30][C:31]2[CH:36]=[CH:35][CH:34]=[CH:33][CH:32]=2)[C:20]=1[O:21][CH2:22][C:23]1[CH:28]=[CH:27][CH:26]=[CH:25][CH:24]=1)[CH2:16]O)[C:6]1[CH:11]=[CH:10][CH:9]=[CH:8][CH:7]=1. (6) Given the product [CH:14]1[CH:13]=[C:12]([F:18])[C:11]([CH2:10][N:8]2[N:7]=[N:6][C:5]([C:3]([NH2:19])=[O:2])=[CH:9]2)=[C:16]([F:17])[CH:15]=1, predict the reactants needed to synthesize it. The reactants are: C[O:2][C:3]([C:5]1[N:6]=[N:7][N:8]([CH2:10][C:11]2[C:16]([F:17])=[CH:15][CH:14]=[CH:13][C:12]=2[F:18])[CH:9]=1)=O.[NH3:19].